The task is: Predict the reactants needed to synthesize the given product.. This data is from Full USPTO retrosynthesis dataset with 1.9M reactions from patents (1976-2016). (1) Given the product [CH:36]1([CH2:35][C:17]([CH3:22])([C:11]2[CH:16]=[CH:15][CH:14]=[CH:13][CH:12]=2)[C:18]([O:20][CH3:21])=[O:19])[CH2:40][CH2:39][CH2:38][CH2:37]1, predict the reactants needed to synthesize it. The reactants are: C[Si]([N-][Si](C)(C)C)(C)C.[Li+].[C:11]1([CH:17]([CH3:22])[C:18]([O:20][CH3:21])=[O:19])[CH:16]=[CH:15][CH:14]=[CH:13][CH:12]=1.CN(C)P(=O)(N(C)C)N(C)C.Br[CH2:35][CH:36]1[CH2:40][CH2:39][CH2:38][CH2:37]1. (2) The reactants are: [C:1](Cl)(Cl)=[S:2].C(=O)([O-])[O-].[Ca+2].[NH2:10][C:11]1[S:12][C:13]([CH3:22])=[C:14]([CH3:21])[C:15]=1[C:16]([O:18][CH2:19][CH3:20])=[O:17]. Given the product [N:10]([C:11]1[S:12][C:13]([CH3:22])=[C:14]([CH3:21])[C:15]=1[C:16]([O:18][CH2:19][CH3:20])=[O:17])=[C:1]=[S:2], predict the reactants needed to synthesize it. (3) Given the product [CH2:14]([O:21][C:22]([N:1]1[CH2:4][CH:3]([C:5]([OH:7])=[O:6])[CH2:2]1)=[O:23])[C:15]1[CH:20]=[CH:19][CH:18]=[CH:17][CH:16]=1, predict the reactants needed to synthesize it. The reactants are: [NH:1]1[CH2:4][CH:3]([C:5]([OH:7])=[O:6])[CH2:2]1.C(=O)([O-])[O-].[K+].[K+].[CH2:14]([O:21][C:22](Cl)=[O:23])[C:15]1[CH:20]=[CH:19][CH:18]=[CH:17][CH:16]=1.Cl.